This data is from Catalyst prediction with 721,799 reactions and 888 catalyst types from USPTO. The task is: Predict which catalyst facilitates the given reaction. (1) Reactant: [Cl:1][C:2]1[CH:7]=[CH:6][C:5]([S:8]([N:11]2[CH:16]3[CH2:17][CH2:18][CH2:19][CH:12]2[C:13](=[CH:21]O)[C:14](=O)[CH2:15]3)(=[O:10])=[O:9])=[CH:4][CH:3]=1.C([O-])(=O)C.[Na+].Cl.[C:29]([NH:33][NH2:34])([CH3:32])([CH3:31])[CH3:30]. Product: [C:29]([N:33]1[C:14]2[CH2:15][CH:16]3[N:11]([S:8]([C:5]4[CH:6]=[CH:7][C:2]([Cl:1])=[CH:3][CH:4]=4)(=[O:10])=[O:9])[CH:12]([CH2:19][CH2:18][CH2:17]3)[C:13]=2[CH:21]=[N:34]1)([CH3:32])([CH3:31])[CH3:30]. The catalyst class is: 15. (2) Reactant: [CH2:1]([O:3][C:4]1[CH:5]=[C:6]2[C:11](=[C:12]([NH2:14])[CH:13]=1)[N:10]=[CH:9][CH:8]=[CH:7]2)[CH3:2].[C:15]1([S:21](Cl)(=[O:23])=[O:22])[CH:20]=[CH:19][CH:18]=[CH:17][CH:16]=1. Product: [CH2:1]([O:3][C:4]1[CH:5]=[C:6]2[C:11](=[C:12]([NH:14][S:21]([C:15]3[CH:20]=[CH:19][CH:18]=[CH:17][CH:16]=3)(=[O:23])=[O:22])[CH:13]=1)[N:10]=[CH:9][CH:8]=[CH:7]2)[CH3:2]. The catalyst class is: 142. (3) Reactant: [CH2:1]([N:3]([CH2:7][CH3:8])[CH2:4][CH2:5][NH2:6])[CH3:2].S=[C:10]1[CH2:14][S:13][C:12](=[O:15])[NH:11]1.[CH:16]([C:18]1[CH:36]=[CH:35][C:21]([O:22][C:23]2[C:32]3[C:27](=[CH:28][CH:29]=[CH:30][CH:31]=3)[C:26]([C:33]#[N:34])=[CH:25][CH:24]=2)=[C:20]([O:37][CH3:38])[CH:19]=1)=O.CC(C)([O-])C.[K+].[Cl-].[NH4+]. Product: [CH2:1]([N:3]([CH2:7][CH3:8])[CH2:4][CH2:5][NH:6][C:10]1=[N:11][C:12](=[O:15])[S:13]/[C:14]/1=[CH:16]\[C:18]1[CH:36]=[CH:35][C:21]([O:22][C:23]2[C:32]3[C:27](=[CH:28][CH:29]=[CH:30][CH:31]=3)[C:26]([C:33]#[N:34])=[CH:25][CH:24]=2)=[C:20]([O:37][CH3:38])[CH:19]=1)[CH3:2]. The catalyst class is: 8. (4) Reactant: [CH3:1][O:2][C:3]1[CH:4]=[CH:5][C:6]2[NH:12][C:11](=[O:13])[N:10]([CH:14]3[CH2:19][CH2:18][NH:17][CH2:16][CH2:15]3)[CH2:9][CH2:8][C:7]=2[CH:20]=1.Cl[C:22]1[CH:27]=[C:26]([C:28]([N:30]2[C:38]3[C:33](=[CH:34][C:35]([F:39])=[CH:36][CH:37]=3)[CH2:32][CH2:31]2)=[O:29])[CH:25]=[C:24]([O:40][CH3:41])[N:23]=1.C(=O)([O-])[O-].[K+].[K+]. Product: [F:39][C:35]1[CH:34]=[C:33]2[C:38](=[CH:37][CH:36]=1)[N:30]([C:28]([C:26]1[CH:25]=[C:24]([O:40][CH3:41])[N:23]=[C:22]([N:17]3[CH2:18][CH2:19][CH:14]([N:10]4[CH2:9][CH2:8][C:7]5[CH:20]=[C:3]([O:2][CH3:1])[CH:4]=[CH:5][C:6]=5[NH:12][C:11]4=[O:13])[CH2:15][CH2:16]3)[CH:27]=1)=[O:29])[CH2:31][CH2:32]2. The catalyst class is: 37. (5) Reactant: [CH2:1]1[C:7]2[CH:8]=[C:9]([NH:12][C:13](=[O:22])[O:14][CH2:15][C:16]3[CH:21]=[CH:20][CH:19]=[CH:18][CH:17]=3)[CH:10]=[CH:11][C:6]=2[CH2:5][CH2:4][CH2:3][NH:2]1.C=O.[BH3-][C:26]#N.[Na+]. Product: [CH3:26][N:2]1[CH2:3][CH2:4][CH2:5][C:6]2[CH:11]=[CH:10][C:9]([NH:12][C:13](=[O:22])[O:14][CH2:15][C:16]3[CH:17]=[CH:18][CH:19]=[CH:20][CH:21]=3)=[CH:8][C:7]=2[CH2:1]1. The catalyst class is: 24. (6) Reactant: C[O:2][C:3]([C@H:5]1[CH2:8][C@@H:7]([N:9]2[C:13]3[N:14]=[CH:15][N:16]=[C:17]([NH2:18])[C:12]=3[C:11]([C:19]3[CH:24]=[CH:23][CH:22]=[C:21]([O:25][CH2:26][C:27]4[CH:32]=[CH:31][CH:30]=[CH:29][CH:28]=4)[CH:20]=3)=[C:10]2[CH2:33][CH3:34])[CH2:6]1)=O.[H-].[Al+3].[Li+].[H-].[H-].[H-]. Product: [NH2:18][C:17]1[C:12]2[C:11]([C:19]3[CH:24]=[CH:23][CH:22]=[C:21]([O:25][CH2:26][C:27]4[CH:32]=[CH:31][CH:30]=[CH:29][CH:28]=4)[CH:20]=3)=[C:10]([CH2:33][CH3:34])[N:9]([C@@H:7]3[CH2:6][C@H:5]([CH2:3][OH:2])[CH2:8]3)[C:13]=2[N:14]=[CH:15][N:16]=1. The catalyst class is: 1.